From a dataset of Catalyst prediction with 721,799 reactions and 888 catalyst types from USPTO. Predict which catalyst facilitates the given reaction. (1) The catalyst class is: 2. Reactant: [CH2:1]([O:8][C:9]([N:11]1[CH2:16][CH:15]([CH3:17])[CH:14]([OH:18])[CH:13]([NH:19][C:20]([O:22][C:23]([CH3:26])([CH3:25])[CH3:24])=[O:21])[CH2:12]1)=[O:10])[C:2]1[CH:7]=[CH:6][CH:5]=[CH:4][CH:3]=1.N1C=CC=CC=1.CC(OI1(OC(C)=O)(OC(C)=O)OC(=O)C2C=CC=CC1=2)=O.C([O-])(O)=O.[Na+].[O-]S([O-])(=S)=O.[Na+].[Na+]. Product: [CH2:1]([O:8][C:9]([N:11]1[CH2:16][CH:15]([CH3:17])[C:14](=[O:18])[CH:13]([NH:19][C:20]([O:22][C:23]([CH3:24])([CH3:26])[CH3:25])=[O:21])[CH2:12]1)=[O:10])[C:2]1[CH:3]=[CH:4][CH:5]=[CH:6][CH:7]=1. (2) Product: [C:15]([CH2:14][C:11]1([N:17]2[CH:21]=[C:20]([C:22](=[O:23])[NH:34][CH3:33])[C:19]([NH:25][C:26]3[CH:27]=[CH:28][CH:29]=[CH:30][CH:31]=3)=[N:18]2)[CH2:12][CH2:13][N:8]([C:6]([O:5][C:1]([CH3:3])([CH3:2])[CH3:4])=[O:7])[CH2:9][CH2:10]1)#[N:16]. The catalyst class is: 2. Reactant: [C:1]([O:5][C:6]([N:8]1[CH2:13][CH2:12][C:11]([N:17]2[CH:21]=[C:20]([C:22](O)=[O:23])[C:19]([NH:25][C:26]3[CH:31]=[CH:30][CH:29]=[CH:28][CH:27]=3)=[N:18]2)([CH2:14][C:15]#[N:16])[CH2:10][CH2:9]1)=[O:7])([CH3:4])([CH3:3])[CH3:2].C[CH2:33][N:34](C(C)C)C(C)C.CN.C1C=CC2N(O)N=NC=2C=1.C(Cl)CCl. (3) Reactant: C1(P(C2C=CC=CC=2)C2C=CC=CC=2)C=CC=CC=1.[C:20]([Cl:24])(Cl)(Cl)Cl.[CH2:25]([O:32][C:33]1[C:42]2[C:37](=[CH:38][CH:39]=[C:40]([F:43])[CH:41]=2)[CH:36]=[C:35](CO)[CH:34]=1)[C:26]1[CH:31]=[CH:30][CH:29]=[CH:28][CH:27]=1. Product: [CH2:25]([O:32][C:33]1[C:42]2[C:37](=[CH:38][CH:39]=[C:40]([F:43])[CH:41]=2)[CH:36]=[C:35]([CH2:20][Cl:24])[CH:34]=1)[C:26]1[CH:27]=[CH:28][CH:29]=[CH:30][CH:31]=1. The catalyst class is: 1. (4) Reactant: [H-].[Na+].CN(C=O)C.[O:8]1[CH2:13][CH2:12][CH2:11][CH2:10][CH:9]1[N:14]1[CH:18]=[C:17]([C:19]2[CH:20]=[C:21]3[C:25](=[CH:26][CH:27]=2)[NH:24][N:23]=[CH:22]3)[CH:16]=[N:15]1.CC1C=CC(S(O[CH2:39][C@H:40]2[CH2:44][C@@H:43]([CH3:45])[N:42]([CH2:46][C:47]3[CH:52]=[CH:51][CH:50]=[CH:49][CH:48]=3)[CH2:41]2)(=O)=O)=CC=1. Product: [CH2:46]([N:42]1[C@H:43]([CH3:45])[CH2:44][C@H:40]([CH2:39][N:24]2[C:25]3[C:21](=[CH:20][C:19]([C:17]4[CH:16]=[N:15][N:14]([CH:9]5[CH2:10][CH2:11][CH2:12][CH2:13][O:8]5)[CH:18]=4)=[CH:27][CH:26]=3)[CH:22]=[N:23]2)[CH2:41]1)[C:47]1[CH:52]=[CH:51][CH:50]=[CH:49][CH:48]=1. The catalyst class is: 6. (5) Product: [CH:16]([C:13]1[NH:14][C:15]([CH:23]=[O:24])=[N:11][N:12]=1)([CH3:18])[CH3:17]. The catalyst class is: 1. Reactant: [Li]CCCC.CN(C)S([N:11]1[CH2:15][NH:14][C:13]([CH:16]([CH3:18])[CH3:17])=[N:12]1)(=O)=O.CN([CH:23]=[O:24])C.[NH4+].[Cl-].Cl.C([O-])(O)=O.[Na+].